From a dataset of Full USPTO retrosynthesis dataset with 1.9M reactions from patents (1976-2016). Predict the reactants needed to synthesize the given product. (1) Given the product [C:1]([C:5]1[CH:10]=[CH:9][C:8]([C:11]2[CH:12]=[C:13]3[C:17](=[CH:18][CH:19]=2)[N:16]([C:20]2[CH:25]=[CH:24][C:23]([O:26][CH:27]4[CH2:31][CH2:30][CH2:29][CH2:28]4)=[CH:22][CH:21]=2)[C:15]([C:32]([N:41]([CH2:40][C:39]([OH:43])=[O:38])[CH3:42])=[O:33])=[CH:14]3)=[CH:7][CH:6]=1)([CH3:4])([CH3:3])[CH3:2], predict the reactants needed to synthesize it. The reactants are: [C:1]([C:5]1[CH:10]=[CH:9][C:8]([C:11]2[CH:12]=[C:13]3[C:17](=[CH:18][CH:19]=2)[N:16]([C:20]2[CH:25]=[CH:24][C:23]([O:26][CH:27]4[CH2:31][CH2:30][CH2:29][CH2:28]4)=[CH:22][CH:21]=2)[C:15]([C:32](Cl)=[O:33])=[CH:14]3)=[CH:7][CH:6]=1)([CH3:4])([CH3:3])[CH3:2].Cl.C([O:38][C:39](=[O:43])[CH2:40][NH:41][CH3:42])C. (2) The reactants are: [C:1]([O:5][C:6]([NH:8][C@@H:9]([C:13]1[CH:17]=[CH:16][S:15][CH:14]=1)[C:10](O)=[O:11])=[O:7])([CH3:4])([CH3:3])[CH3:2]. Given the product [C:1]([O:5][C:6](=[O:7])[NH:8][C@@H:9]([C:13]1[CH:17]=[CH:16][S:15][CH:14]=1)[CH2:10][OH:11])([CH3:4])([CH3:2])[CH3:3], predict the reactants needed to synthesize it.